From a dataset of Full USPTO retrosynthesis dataset with 1.9M reactions from patents (1976-2016). Predict the reactants needed to synthesize the given product. Given the product [C:35]([O:34][C:32](=[O:33])[NH:39][CH2:40][CH2:41][C:42]([NH:1][C:2]1[CH:7]=[CH:6][CH:5]=[C:4]([C:8]2[CH:13]=[C:12]([C:14]3[CH:19]=[CH:18][CH:17]=[CH:16][C:15]=3[OH:20])[N:11]=[C:10]([NH:21][C:22](=[O:29])[C:23]3[CH:24]=[CH:25][CH:26]=[CH:27][CH:28]=3)[C:9]=2[C:30]#[N:31])[CH:3]=1)=[O:43])([CH3:38])([CH3:36])[CH3:37], predict the reactants needed to synthesize it. The reactants are: [NH2:1][C:2]1[CH:3]=[C:4]([C:8]2[CH:13]=[C:12]([C:14]3[CH:19]=[CH:18][CH:17]=[CH:16][C:15]=3[OH:20])[N:11]=[C:10]([NH:21][C:22](=[O:29])[C:23]3[CH:28]=[CH:27][CH:26]=[CH:25][CH:24]=3)[C:9]=2[C:30]#[N:31])[CH:5]=[CH:6][CH:7]=1.[C:32]([NH:39][CH2:40][CH2:41][C:42](O)=[O:43])([O:34][C:35]([CH3:38])([CH3:37])[CH3:36])=[O:33].